From a dataset of Full USPTO retrosynthesis dataset with 1.9M reactions from patents (1976-2016). Predict the reactants needed to synthesize the given product. (1) The reactants are: NCC(C1C=NC(C(F)(F)F)=CC=1)O.C(N(CC)CC)C.ClCC(Cl)=O.C([O-])(O)=O.[Na+].Cl[CH2:33][C:34]([NH:36][CH2:37][CH:38]([OH:49])[C:39]1[CH:40]=[N:41][C:42]([C:45]([F:48])([F:47])[F:46])=[CH:43][CH:44]=1)=[O:35].[OH-].[K+]. Given the product [F:46][C:45]([F:48])([F:47])[C:42]1[N:41]=[CH:40][C:39]([CH:38]2[CH2:37][NH:36][C:34](=[O:35])[CH2:33][O:49]2)=[CH:44][CH:43]=1, predict the reactants needed to synthesize it. (2) Given the product [CH2:8]([N:7]([CH2:10][CH3:11])[CH2:6][CH2:5][O:1][C:16]1[CH:17]=[CH:18][C:13]([CH:12]=[O:19])=[CH:14][CH:15]=1)[CH3:9], predict the reactants needed to synthesize it. The reactants are: [OH-:1].[K+].Cl.Cl[CH2:5][CH2:6][N:7]([CH2:10][CH3:11])[CH2:8][CH3:9].[CH:12](=[O:19])[C:13]1[CH:18]=[CH:17][CH:16]=[CH:15][CH:14]=1. (3) Given the product [C:1]([O:5][C:6](=[O:19])[NH:7][CH2:8][C:9]1([C:15]2[NH:18][C:20](=[O:21])[O:17][N:16]=2)[CH2:11][CH:10]1[CH:12]([CH3:14])[CH3:13])([CH3:3])([CH3:4])[CH3:2], predict the reactants needed to synthesize it. The reactants are: [C:1]([O:5][C:6](=[O:19])[NH:7][CH2:8][C:9]1([C:15](=[NH:18])[NH:16][OH:17])[CH2:11][CH:10]1[CH:12]([CH3:14])[CH3:13])([CH3:4])([CH3:3])[CH3:2].[C:20](C1NC=CN=1)(C1NC=CN=1)=[O:21]. (4) Given the product [Cl:10][C:11]1[CH:17]=[CH:16][C:14]([NH:15][C:2]2[N:7]=[C:6]([NH:15][C:14]3[CH:16]=[CH:17][C:11]([Cl:10])=[C:12]([C:18]([F:21])([F:19])[F:20])[CH:13]=3)[C:5]([F:9])=[CH:4][N:3]=2)=[CH:13][C:12]=1[C:18]([F:19])([F:20])[F:21], predict the reactants needed to synthesize it. The reactants are: Cl[C:2]1[N:7]=[C:6](Cl)[C:5]([F:9])=[CH:4][N:3]=1.[Cl:10][C:11]1[CH:17]=[CH:16][C:14]([NH2:15])=[CH:13][C:12]=1[C:18]([F:21])([F:20])[F:19]. (5) The reactants are: [C:1]([C:3]1[CH:12]=[CH:11][C:6]([C:7]([O:9][CH3:10])=[O:8])=[C:5]([C:13]2[CH:18]=[CH:17][CH:16]=[CH:15][C:14]=2[CH3:19])[CH:4]=1)#[N:2].[C:20]([O:24][C:25](O[C:25]([O:24][C:20]([CH3:23])([CH3:22])[CH3:21])=[O:26])=[O:26])([CH3:23])([CH3:22])[CH3:21]. Given the product [C:20]([O:24][C:25]([NH:2][CH2:1][C:3]1[CH:12]=[CH:11][C:6]([C:7]([O:9][CH3:10])=[O:8])=[C:5]([C:13]2[CH:18]=[CH:17][CH:16]=[CH:15][C:14]=2[CH3:19])[CH:4]=1)=[O:26])([CH3:23])([CH3:22])[CH3:21], predict the reactants needed to synthesize it. (6) Given the product [Cl:1][C:2]1[CH:7]=[C:6]([Cl:8])[CH:5]=[CH:4][C:3]=1[C:9]1[N:14]2[CH:15]=[C:16]([C:18]([O:20][CH2:21][CH3:22])=[O:19])[N:17]=[C:13]2[N:12]=[C:11]([CH3:23])[C:10]=1[C:24]([O:26][C:27]([CH3:28])([CH3:30])[CH3:29])=[O:25], predict the reactants needed to synthesize it. The reactants are: [Cl:1][C:2]1[CH:7]=[C:6]([Cl:8])[CH:5]=[CH:4][C:3]=1[CH:9]1[N:14]2[CH:15]=[C:16]([C:18]([O:20][CH2:21][CH3:22])=[O:19])[N:17]=[C:13]2[NH:12][C:11]([CH3:23])=[C:10]1[C:24]([O:26][C:27]([CH3:30])([CH3:29])[CH3:28])=[O:25].[O-][Mn](=O)(=O)=O.[K+]. (7) Given the product [CH3:1][O:2][C:3]1[C:4]([NH:9][CH2:10][CH:11]2[CH2:16][CH2:15][N:14]([C:42]([C@@H:35]3[CH2:34][C@H:33]3[C:21]3[CH:26]=[CH:25][CH:24]=[CH:23][CH:22]=3)=[O:43])[CH2:13][CH2:12]2)=[N:5][CH:6]=[CH:7][N:8]=1, predict the reactants needed to synthesize it. The reactants are: [CH3:1][O:2][C:3]1[C:4]([NH:9][CH2:10][CH:11]2[CH2:16][CH2:15][NH:14][CH2:13][CH2:12]2)=[N:5][CH:6]=[CH:7][N:8]=1.ON1[C:22]2[CH:23]=[CH:24][CH:25]=[CH:26][C:21]=2N=N1.Cl.C(N=C=N[CH2:33][CH2:34][CH2:35]N(C)C)C.CN([CH:42]=[O:43])C.